Dataset: Forward reaction prediction with 1.9M reactions from USPTO patents (1976-2016). Task: Predict the product of the given reaction. (1) Given the reactants [Cl:1][C:2]1[C:7]([CH2:8][NH:9][C:10]2[C:15]([F:16])=[C:14]([O:17][CH3:18])[CH:13]=[C:12]([O:19][CH3:20])[C:11]=2[F:21])=[CH:6][N:5]=[C:4]2[N:22]([CH2:25][O:26][CH2:27][CH2:28][Si:29]([CH3:32])([CH3:31])[CH3:30])[CH:23]=[CH:24][C:3]=12.C(N(CC)CC)C.[C:40]([O:46][CH2:47][CH3:48])(=[O:45])[CH2:41][C:42]([O-])=[O:43], predict the reaction product. The product is: [Cl:1][C:2]1[C:7]([CH2:8][N:9]([C:10]2[C:11]([F:21])=[C:12]([O:19][CH3:20])[CH:13]=[C:14]([O:17][CH3:18])[C:15]=2[F:16])[C:42](=[O:43])[CH2:41][C:40]([O:46][CH2:47][CH3:48])=[O:45])=[CH:6][N:5]=[C:4]2[N:22]([CH2:25][O:26][CH2:27][CH2:28][Si:29]([CH3:30])([CH3:32])[CH3:31])[CH:23]=[CH:24][C:3]=12. (2) Given the reactants [CH3:1][O:2][C:3](=[O:15])/[CH:4]=[CH:5]/[C:6]1[CH:7]=[C:8]2[CH:14]=[CH:13][NH:12][C:9]2=[N:10][CH:11]=1, predict the reaction product. The product is: [CH3:1][O:2][C:3](=[O:15])[CH2:4][CH2:5][C:6]1[CH:7]=[C:8]2[CH:14]=[CH:13][NH:12][C:9]2=[N:10][CH:11]=1. (3) The product is: [Br:15][C:6]1[O:5][N:4]=[C:3]([C:8]([O:10][CH2:11][CH3:12])=[O:9])[C:2]=1[CH3:1]. Given the reactants [CH3:1][CH:2]1[C:6](=O)[O:5][N:4]=[C:3]1[C:8]([O:10][CH2:11][CH3:12])=[O:9].P(Br)(Br)([Br:15])=O.C(N(CC)CC)C.[OH-].[Na+], predict the reaction product. (4) The product is: [F:1][C:2]1[CH:7]=[C:6]([I:8])[CH:5]=[CH:4][C:3]=1[NH:9][C:10]1[CH:18]=[N:17][CH:16]=[CH:15][C:11]=1[C:12]([NH:22][CH2:21][CH2:19][OH:20])=[O:14]. Given the reactants [F:1][C:2]1[CH:7]=[C:6]([I:8])[CH:5]=[CH:4][C:3]=1[NH:9][C:10]1[CH:18]=[N:17][CH:16]=[CH:15][C:11]=1[C:12]([OH:14])=O.[CH2:19]([CH2:21][NH2:22])[OH:20], predict the reaction product.